From a dataset of Forward reaction prediction with 1.9M reactions from USPTO patents (1976-2016). Predict the product of the given reaction. (1) Given the reactants [Cl:1][C:2]1[N:3]=[C:4](Cl)[C:5]2[CH:10]=[CH:9][N:8]([S:11]([C:14]3[CH:19]=[CH:18][C:17]([CH3:20])=[CH:16][CH:15]=3)(=[O:13])=[O:12])[C:6]=2[N:7]=1.[NH2:22][C:23]1[CH:31]=[C:30]([O:32][CH3:33])[C:29]([O:34][CH3:35])=[CH:28][C:24]=1[C:25]([NH2:27])=[O:26], predict the reaction product. The product is: [Cl:1][C:2]1[N:3]=[C:4]([NH:22][C:23]2[CH:31]=[C:30]([O:32][CH3:33])[C:29]([O:34][CH3:35])=[CH:28][C:24]=2[C:25]([NH2:27])=[O:26])[C:5]2[CH:10]=[CH:9][N:8]([S:11]([C:14]3[CH:19]=[CH:18][C:17]([CH3:20])=[CH:16][CH:15]=3)(=[O:13])=[O:12])[C:6]=2[N:7]=1. (2) Given the reactants [F:1][C:2]1[CH:3]=[C:4]([CH:48]=[CH:49][CH:50]=1)[CH2:5][N:6]1[CH:10]=[C:9]([C:11]2[C:19]3[C:14](=[N:15][CH:16]=[C:17]([C:20]4[CH:21]=[N:22][N:23]([CH:25]5[CH2:30][CH2:29][N:28](C(OC(C)(C)C)=O)[CH2:27][CH2:26]5)[CH:24]=4)[CH:18]=3)[N:13]([S:38]([C:41]3[CH:47]=[CH:46][C:44]([CH3:45])=[CH:43][CH:42]=3)(=[O:40])=[O:39])[CH:12]=2)[CH:8]=[N:7]1.[C:51]([OH:57])([C:53]([F:56])([F:55])[F:54])=[O:52].C(Cl)Cl, predict the reaction product. The product is: [F:54][C:53]([F:56])([F:55])[C:51]([OH:57])=[O:52].[F:1][C:2]1[CH:3]=[C:4]([CH:48]=[CH:49][CH:50]=1)[CH2:5][N:6]1[CH:10]=[C:9]([C:11]2[C:19]3[C:14](=[N:15][CH:16]=[C:17]([C:20]4[CH:21]=[N:22][N:23]([CH:25]5[CH2:30][CH2:29][NH:28][CH2:27][CH2:26]5)[CH:24]=4)[CH:18]=3)[N:13]([S:38]([C:41]3[CH:47]=[CH:46][C:44]([CH3:45])=[CH:43][CH:42]=3)(=[O:39])=[O:40])[CH:12]=2)[CH:8]=[N:7]1. (3) Given the reactants Br[C:2]1[CH:10]=[C:9]([C:11]([F:14])([F:13])[F:12])[CH:8]=[C:7]2[C:3]=1[CH:4]=[N:5][NH:6]2.CC1(C)C(C)(C)OB([C:23]2[CH:24]=[N:25][N:26]([CH2:28][C:29]([O:31][CH2:32][CH3:33])=[O:30])[CH:27]=2)O1.[C:35]([O-:38])(O)=[O:36].[Na+], predict the reaction product. The product is: [C:35]([OH:38])([C:11]([F:14])([F:13])[F:12])=[O:36].[F:12][C:11]([F:14])([F:13])[C:9]1[CH:8]=[C:7]2[C:3]([CH:4]=[N:5][NH:6]2)=[C:2]([C:23]2[CH:24]=[N:25][N:26]([CH2:28][C:29]([O:31][CH2:32][CH3:33])=[O:30])[CH:27]=2)[CH:10]=1. (4) Given the reactants [N:1]([C:4]1[CH:5]=[C:6]([CH:11]=[CH:12][CH:13]=1)[C:7]([O:9][CH3:10])=[O:8])=[C:2]=[S:3].[N+:14]([C:17]1[CH:18]=[C:19]([C:23]([NH:25][NH2:26])=O)[CH:20]=[CH:21][CH:22]=1)([O-:16])=[O:15], predict the reaction product. The product is: [N+:14]([C:17]1[CH:18]=[C:19]([C:23]2[S:3][C:2]([NH:1][C:4]3[CH:5]=[C:6]([CH:11]=[CH:12][CH:13]=3)[C:7]([O:9][CH3:10])=[O:8])=[N:26][N:25]=2)[CH:20]=[CH:21][CH:22]=1)([O-:16])=[O:15]. (5) Given the reactants [NH2:1][C:2]1[CH:3]=[C:4]([CH2:9]O)[CH:5]=[C:6]([CH3:8])[CH:7]=1.S(Cl)([Cl:13])=O, predict the reaction product. The product is: [Cl:13][CH2:9][C:4]1[CH:3]=[C:2]([CH:7]=[C:6]([CH3:8])[CH:5]=1)[NH2:1]. (6) The product is: [CH3:1][C:2]1[N:3]([CH2:31][C:32]([O:34][CH2:35][CH3:36])=[O:33])[C:4]2[CH2:5][C:6]([CH3:29])([CH3:28])[CH2:7][C:8](=[O:27])[C:9]=2[C:10]=1[CH2:11][C:12]1[CH:17]=[CH:16][CH:15]=[CH:14][C:13]=1[S:18]([C:21]1[CH:26]=[CH:25][CH:24]=[CH:23][CH:22]=1)(=[O:20])=[O:19]. Given the reactants [CH3:1][C:2]1[NH:3][C:4]2[CH2:5][C:6]([CH3:29])([CH3:28])[CH2:7][C:8](=[O:27])[C:9]=2[C:10]=1[CH2:11][C:12]1[CH:17]=[CH:16][CH:15]=[CH:14][C:13]=1[S:18]([C:21]1[CH:26]=[CH:25][CH:24]=[CH:23][CH:22]=1)(=[O:20])=[O:19].Br[CH2:31][C:32]([O:34][CH2:35][CH3:36])=[O:33].C(=O)([O-])[O-].[K+].[K+].[I-].[K+], predict the reaction product. (7) Given the reactants O[C:2]1[C:11]2[C:6](=[CH:7][C:8](O)=[CH:9][CH:10]=2)[CH:5]=[CH:4][CH:3]=1, predict the reaction product. The product is: [CH:10]1[C:11]2[C:6](=[CH:5][CH:4]=[CH:3][CH:2]=2)[CH:7]=[CH:8][CH:9]=1. (8) The product is: [CH2:31]([O:33][C:34]1[CH:35]=[C:36]([CH:39]=[C:40]([O:43][CH2:44][CH3:45])[C:41]=1[F:42])[CH2:37][N:21]1[CH2:22][CH2:23][CH:18]([NH:17][C:15](=[O:16])[C:14]2[CH:24]=[C:25]([O:27][CH3:28])[CH:26]=[C:12]([O:11][CH2:10][CH:9]([OH:8])[CH2:29][OH:30])[CH:13]=2)[CH2:19][CH2:20]1)[CH3:32]. Given the reactants FC(F)(F)C(O)=O.[OH:8][CH:9]([CH2:29][OH:30])[CH2:10][O:11][C:12]1[CH:13]=[C:14]([CH:24]=[C:25]([O:27][CH3:28])[CH:26]=1)[C:15]([NH:17][CH:18]1[CH2:23][CH2:22][NH:21][CH2:20][CH2:19]1)=[O:16].[CH2:31]([O:33][C:34]1[CH:35]=[C:36]([CH:39]=[C:40]([O:43][CH2:44][CH3:45])[C:41]=1[F:42])[CH:37]=O)[CH3:32].C([BH3-])#N.[Na+].C(N(C(C)C)C(C)C)C, predict the reaction product.